Dataset: Catalyst prediction with 721,799 reactions and 888 catalyst types from USPTO. Task: Predict which catalyst facilitates the given reaction. Reactant: FC(F)(F)S(O[C:7]1[CH:16]=[C:15]2[C:10]([CH:11]=[C:12]([C:17]([O:19][CH3:20])=[O:18])[N:13]=[CH:14]2)=[CH:9][CH:8]=1)(=O)=O.CC1(C)C(C)(C)OB([C:31]2[CH:36]=[CH:35][C:34]([OH:37])=[CH:33][CH:32]=2)O1.C([O-])([O-])=O.[Na+].[Na+]. Product: [OH:37][C:34]1[CH:35]=[CH:36][C:31]([C:7]2[CH:16]=[C:15]3[C:10]([CH:11]=[C:12]([C:17]([O:19][CH3:20])=[O:18])[N:13]=[CH:14]3)=[CH:9][CH:8]=2)=[CH:32][CH:33]=1. The catalyst class is: 57.